This data is from Peptide-MHC class I binding affinity with 185,985 pairs from IEDB/IMGT. The task is: Regression. Given a peptide amino acid sequence and an MHC pseudo amino acid sequence, predict their binding affinity value. This is MHC class I binding data. The peptide sequence is LPFRNCPRF. The binding affinity (normalized) is 0.446. The MHC is HLA-B35:01 with pseudo-sequence HLA-B35:01.